Task: Predict the product of the given reaction.. Dataset: Forward reaction prediction with 1.9M reactions from USPTO patents (1976-2016) (1) The product is: [N:23]1[CH:24]=[CH:25][CH:26]=[CH:21][C:22]=1[N:31]1[CH2:34][CH:33]([NH:35][C:36](=[O:42])[O:37][C:38]([CH3:40])([CH3:39])[CH3:41])[CH2:32]1. Given the reactants ClC1C=CC=CN=1.N1CC(NC(=O)OC(C)(C)C)C1.Cl[C:21]1[C:22]([N:31]2[CH2:34][CH:33]([NH:35][C:36](=[O:42])[O:37][C:38]([CH3:41])([CH3:40])[CH3:39])[CH2:32]2)=[N:23][CH:24]=[C:25](C(F)(F)F)[CH:26]=1, predict the reaction product. (2) Given the reactants [CH:1](=O)[C:2]1[CH:7]=[CH:6][CH:5]=[CH:4][CH:3]=1.[C:9]([O:15][CH3:16])(=[O:14])[CH2:10][C:11]([CH3:13])=O.[OH-:17].[NH4+:18], predict the reaction product. The product is: [C:2]1([CH:1]2[C:10]([C:9]([O:15][CH3:16])=[O:14])=[C:11]([CH3:13])[NH:18][C:11]([CH3:13])=[C:10]2[C:9]([O:15][CH3:16])=[O:17])[CH:7]=[CH:6][CH:5]=[CH:4][CH:3]=1. (3) Given the reactants [NH2:1][C:2]1[C:7]([N+:8]([O-])=O)=[CH:6][C:5]([Br:11])=[CH:4][N:3]=1.Cl.O, predict the reaction product. The product is: [Br:11][C:5]1[CH:6]=[C:7]([NH2:8])[C:2]([NH2:1])=[N:3][CH:4]=1. (4) Given the reactants [NH2:1][C:2]1[C:10]([CH3:11])=[C:9]([CH3:12])[CH:8]=[CH:7][C:3]=1[C:4]([OH:6])=[O:5].[BrH:13].O, predict the reaction product. The product is: [NH2:1][C:2]1[C:10]([CH3:11])=[C:9]([CH3:12])[C:8]([Br:13])=[CH:7][C:3]=1[C:4]([OH:6])=[O:5]. (5) The product is: [Cl:1][C:2]1[CH:3]=[C:4]([C:12]2[O:14][N:49]=[C:50]([C:51]3[C:52]([CH3:68])=[C:53]4[C:58](=[CH:59][CH:60]=3)[CH2:57][N:56]([C:61]([O:63][C:64]([CH3:66])([CH3:65])[CH3:67])=[O:62])[CH2:55][CH2:54]4)[N:69]=2)[CH:5]=[N:6][C:7]=1[O:8][CH:9]([CH3:10])[CH3:11]. Given the reactants [Cl:1][C:2]1[CH:3]=[C:4]([C:12]([OH:14])=O)[CH:5]=[N:6][C:7]=1[O:8][CH:9]([CH3:11])[CH3:10].CN(C(ON1N=NC2C=CC=NC1=2)=[N+](C)C)C.F[P-](F)(F)(F)(F)F.CCN(C(C)C)C(C)C.O[NH:49][C:50](=[NH:69])[C:51]1[C:52]([CH3:68])=[C:53]2[C:58](=[CH:59][CH:60]=1)[CH2:57][N:56]([C:61]([O:63][C:64]([CH3:67])([CH3:66])[CH3:65])=[O:62])[CH2:55][CH2:54]2, predict the reaction product. (6) Given the reactants BrC1C=C(Cl)C(OCC(C)C)=NC=1.[Cl:14][C:15]1[CH:16]=[C:17]([N:31]2[C:39]3[C:34](=[CH:35][C:36]4[C:42]([NH:43][S:44]([CH:47]5[CH2:49][CH2:48]5)(=[O:46])=[O:45])=[N:41][O:40][C:37]=4[CH:38]=3)[C:33]3([CH2:51][CH2:50]3)[C:32]2=[O:52])[CH:18]=[N:19][C:20]=1[O:21][C@H:22](C1C=CC(F)=CC=1)C.C1(S(Cl)(=O)=O)CC1, predict the reaction product. The product is: [Cl:14][C:15]1[CH:16]=[C:17]([N:31]2[C:39]3[C:34](=[CH:35][C:36]4[C:42]([NH:43][S:44]([CH:47]5[CH2:48][CH2:49]5)(=[O:46])=[O:45])=[N:41][O:40][C:37]=4[CH:38]=3)[C:33]3([CH2:50][CH2:51]3)[C:32]2=[O:52])[CH:18]=[N:19][C:20]=1[O:21][CH3:22]. (7) Given the reactants [CH2:1]([O:8][CH2:9][C:10]1([C:22]([O:24]C)=[O:23])[CH2:14][CH2:13][CH2:12][N:11]1[C:15]([O:17][C:18]([CH3:21])([CH3:20])[CH3:19])=[O:16])[C:2]1[CH:7]=[CH:6][CH:5]=[CH:4][CH:3]=1.[OH-].[Na+], predict the reaction product. The product is: [CH2:1]([O:8][CH2:9][C:10]1([C:22]([OH:24])=[O:23])[CH2:14][CH2:13][CH2:12][N:11]1[C:15]([O:17][C:18]([CH3:19])([CH3:20])[CH3:21])=[O:16])[C:2]1[CH:3]=[CH:4][CH:5]=[CH:6][CH:7]=1.